This data is from Full USPTO retrosynthesis dataset with 1.9M reactions from patents (1976-2016). The task is: Predict the reactants needed to synthesize the given product. (1) The reactants are: [Br:1][C:2]1[N:6](C2CCN(C(OC(C)(C)C)=O)CC2)[CH:5]=[N:4][C:3]=1[C:20]1[CH:25]=[CH:24][C:23]([F:26])=[CH:22][CH:21]=1.FC1C=CC(C2N=C3[CH:41]=[CH:40][C:39]([S:42][CH3:43])=[N:38]N3C=2)=CC=1.BrN1C(=O)CCC1=O. Given the product [Br:1][C:2]1[N:6]2[N:38]=[C:39]([S:42][CH3:43])[CH:40]=[CH:41][C:5]2=[N:4][C:3]=1[C:20]1[CH:21]=[CH:22][C:23]([F:26])=[CH:24][CH:25]=1, predict the reactants needed to synthesize it. (2) Given the product [Br:10][CH2:11][CH2:12][O:1][C:2]1[CH:9]=[CH:8][C:5]([CH:6]=[O:7])=[CH:4][CH:3]=1, predict the reactants needed to synthesize it. The reactants are: [OH:1][C:2]1[CH:9]=[CH:8][C:5]([CH:6]=[O:7])=[CH:4][CH:3]=1.[Br:10][CH:11](Br)[CH3:12].O. (3) The reactants are: [Cl:1][C:2]1[CH:7]=[C:6]([N+:8]([O-:10])=[O:9])[CH:5]=[C:4]([Cl:11])[C:3]=1[CH3:12].[Mn]([O-])(=O)(=O)=[O:14].[K+].[OH2:19]. Given the product [Cl:1][C:2]1[CH:7]=[C:6]([N+:8]([O-:10])=[O:9])[CH:5]=[C:4]([Cl:11])[C:3]=1[C:12]([OH:14])=[O:19], predict the reactants needed to synthesize it. (4) Given the product [F:11][CH2:12][O:1][C:2]1[CH:3]=[C:4]([CH3:10])[C:5]([C:8]#[N:9])=[N:6][CH:7]=1, predict the reactants needed to synthesize it. The reactants are: [OH:1][C:2]1[CH:3]=[C:4]([CH3:10])[C:5]([C:8]#[N:9])=[N:6][CH:7]=1.[F:11][CH2:12]OS(C1C=CC(C)=CC=1)(=O)=O.C([O-])([O-])=O.[Cs+].[Cs+]. (5) Given the product [F:21][C:22]1[CH:27]=[C:26]([F:28])[CH:25]=[CH:24][C:23]=1[C@@:29]1([CH2:55][N:7]2[CH:11]=[N:10][CH:9]=[N:8]2)[CH2:33][C@H:32]([CH2:34][O:35][C:36]([C:43]2[CH:44]=[CH:45][CH:46]=[CH:47][CH:48]=2)([C:37]2[CH:38]=[CH:39][CH:40]=[CH:41][CH:42]=2)[C:49]2[CH:54]=[CH:53][CH:52]=[CH:51][CH:50]=2)[CH2:31][O:30]1, predict the reactants needed to synthesize it. The reactants are: CC(C)([O-])C.[Na+].[NH:7]1[CH:11]=[N:10][CH:9]=[N:8]1.CN(C1C=CC=CN=1)C.[F:21][C:22]1[CH:27]=[C:26]([F:28])[CH:25]=[CH:24][C:23]=1[C@@:29]1([CH2:55]I)[CH2:33][C@H:32]([CH2:34][O:35][C:36]([C:49]2[CH:54]=[CH:53][CH:52]=[CH:51][CH:50]=2)([C:43]2[CH:48]=[CH:47][CH:46]=[CH:45][CH:44]=2)[C:37]2[CH:42]=[CH:41][CH:40]=[CH:39][CH:38]=2)[CH2:31][O:30]1. (6) The reactants are: CN(C1C(C2C(P(C3CCCCC3)C3CCCCC3)=CC=CC=2)=CC=CC=1)C.Cl.[F:30][C:31]1([F:36])[CH2:35][CH2:34][NH:33][CH2:32]1.Cl[C:38]1[N:43]=[CH:42][C:41]2[O:44][C:45]3[C:50]([C@@:51]4([CH2:55][O:54][C:53]([NH2:56])=[N:52]4)[C:40]=2[CH:39]=1)=[CH:49][C:48]([C:57]#[C:58][C:59]1([CH3:63])[CH2:62][O:61][CH2:60]1)=[CH:47][CH:46]=3.[Li+].C[Si]([N-][Si](C)(C)C)(C)C. Given the product [F:30][C:31]1([F:36])[CH2:35][CH2:34][N:33]([C:38]2[N:43]=[CH:42][C:41]3[O:44][C:45]4[C:50]([C@@:51]5([CH2:55][O:54][C:53]([NH2:56])=[N:52]5)[C:40]=3[CH:39]=2)=[CH:49][C:48]([C:57]#[C:58][C:59]2([CH3:63])[CH2:60][O:61][CH2:62]2)=[CH:47][CH:46]=4)[CH2:32]1, predict the reactants needed to synthesize it. (7) Given the product [Cl:38][C:19]1[C:20]([NH:22][C:23]2[CH:28]=[CH:27][C:26]([N:29]3[CH2:34][CH2:33][N:32]([CH3:35])[CH2:31][CH2:30]3)=[CH:25][C:24]=2[O:36][CH3:37])=[N:21][C:16]([NH:13][C:9]2[C:4]3[O:5][CH2:6][CH2:7][CH2:8][C:2]([CH3:14])([CH3:1])[C:3]=3[CH:12]=[CH:11][CH:10]=2)=[N:17][CH:18]=1, predict the reactants needed to synthesize it. The reactants are: [CH3:1][C:2]1([CH3:14])[CH2:8][CH2:7][CH2:6][O:5][C:4]2[C:9]([NH2:13])=[CH:10][CH:11]=[CH:12][C:3]1=2.Cl[C:16]1[N:21]=[C:20]([NH:22][C:23]2[CH:28]=[CH:27][C:26]([N:29]3[CH2:34][CH2:33][N:32]([CH3:35])[CH2:31][CH2:30]3)=[CH:25][C:24]=2[O:36][CH3:37])[C:19]([Cl:38])=[CH:18][N:17]=1. (8) Given the product [OH:6][C:7]1[CH:12]=[CH:11][N:10]2[N:13]=[C:14]([C:26]3[CH:27]=[CH:28][CH:29]=[CH:30][CH:31]=3)[C:15]([C:16]3[CH:17]=[CH:18][C:19](=[O:25])[N:20]([CH:22]([CH3:24])[CH3:23])[N:21]=3)=[C:9]2[CH:8]=1, predict the reactants needed to synthesize it. The reactants are: B(Br)(Br)Br.C[O:6][C:7]1[CH:12]=[CH:11][N:10]2[N:13]=[C:14]([C:26]3[CH:31]=[CH:30][CH:29]=[CH:28][CH:27]=3)[C:15]([C:16]3[CH:17]=[CH:18][C:19](=[O:25])[N:20]([CH:22]([CH3:24])[CH3:23])[N:21]=3)=[C:9]2[CH:8]=1.O. (9) Given the product [F:15][C:16]1[N:21]=[C:20]([C:22]2[NH:6][C:4](=[O:5])[C:3]3[C:2](=[CH:10][C:9]([O:11][CH3:12])=[CH:8][C:7]=3[O:13][CH3:14])[N:1]=2)[CH:19]=[CH:18][CH:17]=1, predict the reactants needed to synthesize it. The reactants are: [NH2:1][C:2]1[CH:10]=[C:9]([O:11][CH3:12])[CH:8]=[C:7]([O:13][CH3:14])[C:3]=1[C:4]([NH2:6])=[O:5].[F:15][C:16]1[N:21]=[C:20]([CH:22]=O)[CH:19]=[CH:18][CH:17]=1.OS([O-])=O.[Na+].O.C1(C)C=CC(S(O)(=O)=O)=CC=1.